From a dataset of Forward reaction prediction with 1.9M reactions from USPTO patents (1976-2016). Predict the product of the given reaction. Given the reactants C(OC([N:8]1[CH2:13][CH2:12][C:11](=[N:14][O:15][CH2:16][C:17]2[CH:22]=[CH:21][CH:20]=[C:19]([C:23]([F:26])([F:25])[F:24])[CH:18]=2)[CH2:10][CH2:9]1)=O)(C)(C)C.[ClH:27], predict the reaction product. The product is: [ClH:27].[F:26][C:23]([F:24])([F:25])[C:19]1[CH:18]=[C:17]([CH:22]=[CH:21][CH:20]=1)[CH2:16][O:15][N:14]=[C:11]1[CH2:12][CH2:13][NH:8][CH2:9][CH2:10]1.